From a dataset of Full USPTO retrosynthesis dataset with 1.9M reactions from patents (1976-2016). Predict the reactants needed to synthesize the given product. (1) Given the product [Cl:39][C:37]1[CH:36]=[CH:35][C:34]([O:40][CH:41]([F:43])[F:42])=[C:33]([C:18]2[C:19]([NH:21][C:22]([C:24]3[CH:25]=[N:26][N:27]4[CH:32]=[CH:31][CH:30]=[N:29][C:28]=34)=[O:23])=[CH:20][N:16]([CH2:15][CH2:14][N:11]3[CH2:12][CH2:13][CH:8]([NH:7][CH2:45][C:46]([O:48][C:49]([CH3:52])([CH3:51])[CH3:50])=[O:47])[CH2:9][CH2:10]3)[N:17]=2)[CH:38]=1, predict the reactants needed to synthesize it. The reactants are: C(=O)([O-])[O-].[K+].[K+].[NH2:7][CH:8]1[CH2:13][CH2:12][N:11]([CH2:14][CH2:15][N:16]2[CH:20]=[C:19]([NH:21][C:22]([C:24]3[CH:25]=[N:26][N:27]4[CH:32]=[CH:31][CH:30]=[N:29][C:28]=34)=[O:23])[C:18]([C:33]3[CH:38]=[C:37]([Cl:39])[CH:36]=[CH:35][C:34]=3[O:40][CH:41]([F:43])[F:42])=[N:17]2)[CH2:10][CH2:9]1.Br[CH2:45][C:46]([O:48][C:49]([CH3:52])([CH3:51])[CH3:50])=[O:47]. (2) Given the product [CH3:13][O:14][C:15]1[CH:16]=[C:17]2[C:22](=[CH:23][CH:24]=1)[N:21]([C:10]1[C:9]3[C:4](=[CH:5][CH:6]=[CH:7][CH:8]=3)[N:3]=[C:2]([CH3:1])[CH:11]=1)[CH2:20][CH2:19][CH2:18]2, predict the reactants needed to synthesize it. The reactants are: [CH3:1][C:2]1[CH:11]=[C:10](Cl)[C:9]2[C:4](=[CH:5][CH:6]=[CH:7][CH:8]=2)[N:3]=1.[CH3:13][O:14][C:15]1[CH:16]=[C:17]2[C:22](=[CH:23][CH:24]=1)[NH:21][CH2:20][CH2:19][CH2:18]2.CC(C1C=C(C(C)C)C(C2C=CC=CC=2P(C2CCCCC2)C2CCCCC2)=C(C(C)C)C=1)C.C([O-])([O-])=O.[Cs+].[Cs+]. (3) Given the product [C:26]([O:30][C:31](=[O:37])[C:32]([CH3:36])([CH3:35])[CH2:33][NH:34][C:4]([C:6]1[N:7]=[CH:8][C:9]2[C:14]([C:15]=1[OH:16])=[CH:13][CH:12]=[C:11]([O:17][C:18]1[CH:23]=[CH:22][C:21]([Cl:24])=[C:20]([F:25])[CH:19]=1)[CH:10]=2)=[O:5])([CH3:29])([CH3:27])[CH3:28], predict the reactants needed to synthesize it. The reactants are: C(O[C:4]([C:6]1[N:7]=[CH:8][C:9]2[C:14]([C:15]=1[OH:16])=[CH:13][CH:12]=[C:11]([O:17][C:18]1[CH:23]=[CH:22][C:21]([Cl:24])=[C:20]([F:25])[CH:19]=1)[CH:10]=2)=[O:5])C.[C:26]([O:30][C:31](=[O:37])[C:32]([CH3:36])([CH3:35])[CH2:33][NH2:34])([CH3:29])([CH3:28])[CH3:27]. (4) Given the product [Cl:1][C:2]1[CH:3]=[CH:4][C:5]([C:25]([O:27][CH3:28])=[O:26])=[C:6]2[C:10]=1[N:9]=[C:8]1[CH:11]([C:13]3[CH:18]=[CH:17][C:16]([Cl:19])=[CH:15][C:14]=3[Cl:20])[O:12][CH2:23][CH2:22][CH2:21][N:7]21, predict the reactants needed to synthesize it. The reactants are: [Cl:1][C:2]1[C:10]2[N:9]=[C:8]([CH:11]([C:13]3[CH:18]=[CH:17][C:16]([Cl:19])=[CH:15][C:14]=3[Cl:20])[OH:12])[N:7]([CH2:21][CH2:22][CH2:23]O)[C:6]=2[C:5]([C:25]([O:27][CH3:28])=[O:26])=[CH:4][CH:3]=1. (5) Given the product [CH3:16][O:15][C:11]1[CH:10]=[C:9]([CH:7]2[CH2:8][CH:6]2[C:4]([OH:5])=[O:3])[CH:14]=[CH:13][CH:12]=1, predict the reactants needed to synthesize it. The reactants are: C([O:3][C:4]([CH:6]1[CH2:8][CH:7]1[C:9]1[CH:14]=[CH:13][CH:12]=[C:11]([O:15][CH3:16])[CH:10]=1)=[O:5])C.Cl.